Predict the product of the given reaction. From a dataset of Forward reaction prediction with 1.9M reactions from USPTO patents (1976-2016). (1) Given the reactants [CH3:1][O:2][CH2:3][C:4]1[O:8][N:7]=[C:6]([C:9](=[O:11])[CH3:10])[CH:5]=1.[C:12]([Mg]Br)#[CH:13], predict the reaction product. The product is: [CH3:1][O:2][CH2:3][C:4]1[O:8][N:7]=[C:6]([C:9]([OH:11])([C:12]#[CH:13])[CH3:10])[CH:5]=1. (2) Given the reactants [Cl:1][CH2:2][CH2:3][CH2:4][S:5]([O:8][CH2:9][C:10]([CH3:34])([CH3:33])[C@@H:11]([O:23]CC1C=CC(OC)=CC=1)[C:12]([O:14][CH2:15][CH2:16][O:17][C:18]([O:20][CH2:21][CH3:22])=[O:19])=[O:13])(=[O:7])=[O:6].ClC1C(=O)C(C#N)=C(C#N)C(=O)C=1Cl, predict the reaction product. The product is: [Cl:1][CH2:2][CH2:3][CH2:4][S:5]([O:8][CH2:9][C:10]([CH3:33])([CH3:34])[C@@H:11]([OH:23])[C:12]([O:14][CH2:15][CH2:16][O:17][C:18]([O:20][CH2:21][CH3:22])=[O:19])=[O:13])(=[O:7])=[O:6].